Dataset: Reaction yield outcomes from USPTO patents with 853,638 reactions. Task: Predict the reaction yield, written as a fraction of the theoretical maximum amount of product (1.0 means a 100% yield; for example, 0.34 means a 34% yield). The reactants are [NH2:1][C@@H:2]1[C:13](=[O:14])[O:12][C@H:11]([C:15]2[CH:20]=[CH:19][CH:18]=[CH:17][CH:16]=2)[CH2:10][NH:9][C:8](=[O:21])[C@H:7]([CH2:22][C:23]([NH:25][CH2:26][C:27]2[CH:32]=[CH:31][C:30]([Cl:33])=[CH:29][CH:28]=2)=[O:24])[CH2:6][CH:5]=[CH:4][CH2:3]1.CO.[CH3:36][C:37]([CH3:39])=O.C([BH3-])#N.[Na+]. The catalyst is C(O)(=O)C.C(Cl)Cl. The product is [Cl:33][C:30]1[CH:31]=[CH:32][C:27]([CH2:26][NH:25][C:23](=[O:24])[CH2:22][C@@H:7]2[CH2:6][CH:5]=[CH:4][CH2:3][C@H:2]([NH:1][CH:37]([CH3:39])[CH3:36])[C:13](=[O:14])[O:12][C@H:11]([C:15]3[CH:20]=[CH:19][CH:18]=[CH:17][CH:16]=3)[CH2:10][NH:9][C:8]2=[O:21])=[CH:28][CH:29]=1. The yield is 0.950.